From a dataset of Full USPTO retrosynthesis dataset with 1.9M reactions from patents (1976-2016). Predict the reactants needed to synthesize the given product. (1) Given the product [F:1][C:2]([F:7])([F:6])[CH2:3][CH2:4][O:5][CH2:11][C:12]1[CH:21]=[CH:20][C:15]([C:16]([O:18][CH3:19])=[O:17])=[CH:14][CH:13]=1, predict the reactants needed to synthesize it. The reactants are: [F:1][C:2]([F:7])([F:6])[CH2:3][CH2:4][OH:5].[H-].[Na+].Br[CH2:11][C:12]1[CH:21]=[CH:20][C:15]([C:16]([O:18][CH3:19])=[O:17])=[CH:14][CH:13]=1.O. (2) Given the product [CH3:20][C:21]1[N:26]=[CH:25][C:24]([CH:27]([NH:30][C:17]([C:15]2[CH:16]=[C:11]([C:5]3[CH:4]=[C:3]([CH2:1][CH3:2])[C:8](=[O:9])[NH:7][C:6]=3[CH3:10])[CH:12]=[N:13][CH:14]=2)=[O:19])[CH2:28][CH3:29])=[CH:23][CH:22]=1, predict the reactants needed to synthesize it. The reactants are: [CH2:1]([C:3]1[C:8](=[O:9])[NH:7][C:6]([CH3:10])=[C:5]([C:11]2[CH:12]=[N:13][CH:14]=[C:15]([C:17]([OH:19])=O)[CH:16]=2)[CH:4]=1)[CH3:2].[CH3:20][C:21]1[N:26]=[CH:25][C:24]([CH:27]([NH2:30])[CH2:28][CH3:29])=[CH:23][CH:22]=1. (3) Given the product [I:14][C:15]1[C:23]2[C:18](=[CH:19][CH:20]=[C:21]([C:24]([NH:13][C@@H:10]([C:6]3[CH:7]=[CH:8][CH:9]=[C:4]([O:3][CH3:2])[CH:5]=3)[CH2:11][CH3:12])=[O:25])[CH:22]=2)[NH:17][N:16]=1, predict the reactants needed to synthesize it. The reactants are: Cl.[CH3:2][O:3][C:4]1[CH:5]=[C:6]([C@H:10]([NH2:13])[CH2:11][CH3:12])[CH:7]=[CH:8][CH:9]=1.[I:14][C:15]1[C:23]2[C:18](=[CH:19][CH:20]=[C:21]([C:24](O)=[O:25])[CH:22]=2)[NH:17][N:16]=1.CN(C(ON1N=NC2C=CC=CC1=2)=[N+](C)C)C.[B-](F)(F)(F)F.CCN(C(C)C)C(C)C.